From a dataset of Forward reaction prediction with 1.9M reactions from USPTO patents (1976-2016). Predict the product of the given reaction. (1) Given the reactants [C:1]([C:3]1[N:8]=[CH:7][C:6]([CH:9]([CH3:13])[C:10]([OH:12])=O)=[CH:5][CH:4]=1)#[N:2].ON1C2C=CC=CC=2N=N1.C(N=C=NCCCN(C)C)C.[Cl:35][C:36]1[CH:37]=[C:38]([N:42]2[C:46]([CH2:47][NH2:48])=[CH:45][C:44]([C:49]([F:52])([F:51])[F:50])=[N:43]2)[CH:39]=[CH:40][CH:41]=1, predict the reaction product. The product is: [Cl:35][C:36]1[CH:37]=[C:38]([N:42]2[C:46]([CH2:47][NH:48][C:10](=[O:12])[CH:9]([C:6]3[CH:7]=[N:8][C:3]([C:1]#[N:2])=[CH:4][CH:5]=3)[CH3:13])=[CH:45][C:44]([C:49]([F:50])([F:51])[F:52])=[N:43]2)[CH:39]=[CH:40][CH:41]=1. (2) Given the reactants [NH2:1][C:2]1[CH:7]=[CH:6][C:5]([Br:8])=[CH:4][N:3]=1.C(N(CC)CC)C.[C:16]([N:19]1[CH2:24][CH2:23][CH:22]([CH2:25][C:26](Cl)=[O:27])[CH2:21][CH2:20]1)(=[O:18])[CH3:17].CO, predict the reaction product. The product is: [C:16]([N:19]1[CH2:20][CH2:21][CH:22]([CH2:25][C:26]([NH:1][C:2]2[CH:7]=[CH:6][C:5]([Br:8])=[CH:4][N:3]=2)=[O:27])[CH2:23][CH2:24]1)(=[O:18])[CH3:17].